This data is from HIV replication inhibition screening data with 41,000+ compounds from the AIDS Antiviral Screen. The task is: Binary Classification. Given a drug SMILES string, predict its activity (active/inactive) in a high-throughput screening assay against a specified biological target. (1) The drug is Nc1nc(O)c2ncn(C3OC(CO)CC3F)c2n1. The result is 1 (active). (2) The drug is CC1=C(C(=O)Nc2cccc(C(F)(F)F)c2)C(c2ccccc2F)C(C(=O)Nc2cccc(C(F)(F)F)c2)=C(C)N1. The result is 0 (inactive). (3) The result is 0 (inactive). The drug is COC(=O)c1ccccc1CC1Cc2ccc3c(c2C1)CCC3. (4) The molecule is C1Cc2nnnn2C1. The result is 0 (inactive). (5) The molecule is CCOC(=O)C=Cn1c2ccccc2c(=O)c2ccccc21. The result is 0 (inactive).